This data is from Full USPTO retrosynthesis dataset with 1.9M reactions from patents (1976-2016). The task is: Predict the reactants needed to synthesize the given product. (1) Given the product [NH2:25][C:26]1[N:31]=[C:30]([CH2:32][C:33]([O:35][CH3:36])=[O:34])[CH:29]=[CH:28][CH:27]=1, predict the reactants needed to synthesize it. The reactants are: C1(C(=NC2N=C(CC(O)=O)C=CC=2)C2C=CC=CC=2)C=CC=CC=1.[NH2:25][C:26]1[N:31]=[C:30]([CH2:32][C:33]([O:35][CH3:36])=[O:34])[CH:29]=[CH:28][CH:27]=1.Cl. (2) Given the product [C:1]([O:5][C:6](=[O:7])[N:8]([CH2:9][CH2:10][C@H:11]1[CH2:12][CH2:13][C@H:14]([CH2:17][OH:18])[CH2:15][CH2:16]1)[CH3:22])([CH3:2])([CH3:4])[CH3:3], predict the reactants needed to synthesize it. The reactants are: [C:1]([O:5][C:6]([N:8]([CH3:22])[CH2:9][CH2:10][C@H:11]1[CH2:16][CH2:15][C@H:14]([CH2:17][O:18]C(=O)C)[CH2:13][CH2:12]1)=[O:7])([CH3:4])([CH3:3])[CH3:2].C(=O)([O-])[O-].[K+].[K+]. (3) Given the product [CH:1]1([N:6]2[C:14](=[O:15])[CH2:13][CH2:12][C@H:7]2[C:8]([OH:10])=[O:9])[CH2:2][CH2:3][CH2:4][CH2:5]1, predict the reactants needed to synthesize it. The reactants are: [CH:1]1([N:6]2[C:14](=[O:15])[CH2:13][CH2:12][C@H:7]2[C:8]([O:10]C)=[O:9])[CH2:5][CH2:4][CH2:3][CH2:2]1.[OH-].[Na+]. (4) Given the product [Br:1][C:2]1[CH:7]=[C:6]([F:8])[CH:5]=[CH:4][C:3]=1[S:9]([NH:13][C:14]1[CH:27]=[CH:26][C:17]2[C:18]3[CH:19]=[CH:20][O:21][C:22]=3[CH2:23][CH2:24][O:25][C:16]=2[C:15]=1[C:28]([O:30][CH3:31])=[O:29])(=[O:11])=[O:10], predict the reactants needed to synthesize it. The reactants are: [Br:1][C:2]1[CH:7]=[C:6]([F:8])[CH:5]=[CH:4][C:3]=1[S:9](Cl)(=[O:11])=[O:10].[NH2:13][C:14]1[CH:27]=[CH:26][C:17]2[C:18]3[CH:19]=[CH:20][O:21][C:22]=3[CH2:23][CH2:24][O:25][C:16]=2[C:15]=1[C:28]([O:30][CH3:31])=[O:29].N1C=CC=CC=1. (5) The reactants are: [CH3:1][O:2][C:3]1[C:8]([N+:9]([O-])=O)=[CH:7][CH:6]=[CH:5][C:4]=1[C:12]1[O:16][C:15]([C:17]([OH:19])=[O:18])=[CH:14][CH:13]=1.C([O-])=O.[NH4+]. Given the product [NH2:9][C:8]1[C:3]([O:2][CH3:1])=[C:4]([C:12]2[O:16][C:15]([C:17]([OH:19])=[O:18])=[CH:14][CH:13]=2)[CH:5]=[CH:6][CH:7]=1, predict the reactants needed to synthesize it. (6) Given the product [CH3:7][CH:8]([CH2:12][CH:13]1[CH2:18][CH:17]([CH3:19])[CH2:16][C:15]([CH3:20])([CH3:21])[CH2:14]1)[CH2:9][CH:10]=[O:11], predict the reactants needed to synthesize it. The reactants are: C([O-])(O)=O.[Na+].O.[CH3:7][CH:8]([CH2:12][CH:13]1[CH2:18][CH:17]([CH3:19])[CH2:16][C:15]([CH3:21])([CH3:20])[CH2:14]1)[CH2:9][CH2:10][OH:11].[O-]Cl.[Na+]. (7) The reactants are: [Cl:1][CH2:2][CH2:3][CH2:4][S:5]([NH2:8])(=[O:7])=[O:6].CCN=C=NCCCN(C)C.Cl.[C:21]([O:25][C:26]([NH:28][CH2:29][CH2:30][N:31]([CH3:60])[C@@H:32]1[CH2:39][N:38]2[C:40]3[CH:41]=[C:42]([C:53](O)=[O:54])[CH:43]=[CH:44][C:45]=3[C:46]([CH:47]3[CH2:52][CH2:51][CH2:50][CH2:49][CH2:48]3)=[C:37]2[C:36]2[CH:56]=[CH:57][CH:58]=[CH:59][C:35]=2[O:34][CH2:33]1)=[O:27])([CH3:24])([CH3:23])[CH3:22]. Given the product [Cl:1][CH2:2][CH2:3][CH2:4][S:5]([NH:8][C:53]([C:42]1[CH:43]=[CH:44][C:45]2[C:46]([CH:47]3[CH2:48][CH2:49][CH2:50][CH2:51][CH2:52]3)=[C:37]3[C:36]4[CH:56]=[CH:57][CH:58]=[CH:59][C:35]=4[O:34][CH2:33][C@H:32]([N:31]([CH3:60])[CH2:30][CH2:29][NH:28][C:26](=[O:27])[O:25][C:21]([CH3:23])([CH3:22])[CH3:24])[CH2:39][N:38]3[C:40]=2[CH:41]=1)=[O:54])(=[O:7])=[O:6], predict the reactants needed to synthesize it. (8) Given the product [O:13]1[CH2:14][CH2:15][N:10]([CH2:2][C:3]2[N:8]=[C:7]([NH2:9])[CH:6]=[CH:5][N:4]=2)[CH2:11][CH2:12]1, predict the reactants needed to synthesize it. The reactants are: Cl[CH2:2][C:3]1[N:8]=[C:7]([NH2:9])[CH:6]=[CH:5][N:4]=1.[NH:10]1[CH2:15][CH2:14][O:13][CH2:12][CH2:11]1.C(N(CC)CC)C. (9) Given the product [Cl-:29].[CH3:1][C:2]1[N:11]2[CH2:12][CH:13]=[C:14]3[C:19]([C+:18]=[C:17]([OH:20])[C:16]([OH:22])=[CH:15]3)=[C:10]2[CH:9]=[C:8]2[C:3]=1[CH:4]=[C:5]([OH:26])[C:6]([OH:24])=[CH:7]2, predict the reactants needed to synthesize it. The reactants are: [CH3:1][C:2]1[N+:11]2[CH:12]=[CH:13][C:14]3[C:19]([C:10]=2[CH:9]=[C:8]2[C:3]=1[CH:4]=[C:5]([O:26]C)[C:6]([O:24]C)=[CH:7]2)=[CH:18][C:17]([O:20]C)=[C:16]([O:22]C)[CH:15]=3.O.[Cl-:29].B(Br)(Br)Br.